Dataset: Reaction yield outcomes from USPTO patents with 853,638 reactions. Task: Predict the reaction yield, written as a fraction of the theoretical maximum amount of product (1.0 means a 100% yield; for example, 0.34 means a 34% yield). The reactants are [CH3:1][O:2][C:3](/[CH:5]=[CH:6]/[C:7]1[CH:15]=[CH:14][C:10]([C:11]([OH:13])=O)=[CH:9][CH:8]=1)=[O:4].[NH:16]1[CH2:22][CH2:21][CH2:20][CH2:19][C:18]2[CH:23]=[CH:24][CH:25]=[CH:26][C:17]1=2.C(N(CC)CC)C. The catalyst is CN(C1C=CN=CC=1)C.ClCCl. The product is [CH3:1][O:2][C:3](=[O:4])/[CH:5]=[CH:6]/[C:7]1[CH:8]=[CH:9][C:10]([C:11]([N:16]2[CH2:22][CH2:21][CH2:20][CH2:19][C:18]3[CH:23]=[CH:24][CH:25]=[CH:26][C:17]2=3)=[O:13])=[CH:14][CH:15]=1. The yield is 0.480.